This data is from Full USPTO retrosynthesis dataset with 1.9M reactions from patents (1976-2016). The task is: Predict the reactants needed to synthesize the given product. (1) Given the product [C:20]([O:24][C:25]([N:27]1[CH2:28][CH2:29][N:30]([C:33]2[C:38]([C:39]([F:42])([F:40])[F:41])=[CH:37][C:36]([C:18]3[N:13]4[C:14]([S:15][C:11]([C:5]5[CH:6]=[CH:7][C:8]([O:9][CH3:10])=[C:3]([O:2][CH3:1])[CH:4]=5)=[N:12]4)=[N:16][CH:17]=3)=[CH:35][N:34]=2)[CH2:31][CH2:32]1)=[O:26])([CH3:23])([CH3:21])[CH3:22], predict the reactants needed to synthesize it. The reactants are: [CH3:1][O:2][C:3]1[CH:4]=[C:5]([C:11]2[S:15][C:14]3=[N:16][CH:17]=[C:18](I)[N:13]3[N:12]=2)[CH:6]=[CH:7][C:8]=1[O:9][CH3:10].[C:20]([O:24][C:25]([N:27]1[CH2:32][CH2:31][N:30]([C:33]2[C:38]([C:39]([F:42])([F:41])[F:40])=[CH:37][C:36](B3OC(C)(C)C(C)(C)O3)=[CH:35][N:34]=2)[CH2:29][CH2:28]1)=[O:26])([CH3:23])([CH3:22])[CH3:21].C([O-])([O-])=O.[Na+].[Na+]. (2) Given the product [CH:43]1([NH:42][C:21]([C:19]2[CH:20]=[C:12]([NH:11][C:9]([C:4]3[CH:5]=[CH:6][CH:7]=[CH:8][C:3]=3[C:2]([F:1])([F:33])[F:32])=[O:10])[CH:13]=[C:14]3[C:18]=2[N:17]([CH2:24][O:25][CH2:26][CH2:27][Si:28]([CH3:30])([CH3:31])[CH3:29])[N:16]=[CH:15]3)=[O:23])[CH2:48][CH2:47][CH2:46][CH2:45][CH2:44]1, predict the reactants needed to synthesize it. The reactants are: [F:1][C:2]([F:33])([F:32])[C:3]1[CH:8]=[CH:7][CH:6]=[CH:5][C:4]=1[C:9]([NH:11][C:12]1[CH:13]=[C:14]2[C:18](=[C:19]([C:21]([OH:23])=O)[CH:20]=1)[N:17]([CH2:24][O:25][CH2:26][CH2:27][Si:28]([CH3:31])([CH3:30])[CH3:29])[N:16]=[CH:15]2)=[O:10].CN(C(O[N:42]1N=N[C:44]2[CH:45]=[CH:46][CH:47]=[CH:48][C:43]1=2)=[N+](C)C)C.F[P-](F)(F)(F)(F)F.C(N(CC)CC)C.C1(N)CCCCC1. (3) Given the product [CH3:1][S:2]([C:5]1[CH:10]=[CH:9][C:8]([C:11]2[N:16]=[CH:15][C:14]([CH2:17][CH2:18][N:20]3[CH2:21][CH2:22][N:23]([C:26]([O:28][C:29]([CH3:32])([CH3:31])[CH3:30])=[O:27])[CH2:24][CH2:25]3)=[CH:13][CH:12]=2)=[CH:7][CH:6]=1)(=[O:3])=[O:4], predict the reactants needed to synthesize it. The reactants are: [CH3:1][S:2]([C:5]1[CH:10]=[CH:9][C:8]([C:11]2[N:16]=[CH:15][C:14]([CH2:17][C:18]([N:20]3[CH2:25][CH2:24][N:23]([C:26]([O:28][C:29]([CH3:32])([CH3:31])[CH3:30])=[O:27])[CH2:22][CH2:21]3)=O)=[CH:13][CH:12]=2)=[CH:7][CH:6]=1)(=[O:4])=[O:3]. (4) Given the product [OH:5][CH2:4][C:3]([CH3:7])([CH3:6])[CH2:2][NH:1][C:16](=[O:17])[O:18][CH2:19][C:20]1[CH:25]=[CH:24][CH:23]=[CH:22][CH:21]=1, predict the reactants needed to synthesize it. The reactants are: [NH2:1][CH2:2][C:3]([CH3:7])([CH3:6])[CH2:4][OH:5].C(N(CC)CC)C.Cl[C:16]([O:18][CH2:19][C:20]1[CH:25]=[CH:24][CH:23]=[CH:22][CH:21]=1)=[O:17]. (5) Given the product [Cl:1][C:2]1[N:3]=[CH:4][C:5]([NH2:14])=[C:6]([NH:8][CH:9]2[CH2:13][CH2:12][O:11][CH2:10]2)[CH:7]=1, predict the reactants needed to synthesize it. The reactants are: [Cl:1][C:2]1[CH:7]=[C:6]([NH:8][CH:9]2[CH2:13][CH2:12][O:11][CH2:10]2)[C:5]([N+:14]([O-])=O)=[CH:4][N:3]=1. (6) Given the product [Cl:26][C:24]1[CH:25]=[C:16]([N:15]([CH2:28][CH3:29])[C@H:12]2[CH2:13][CH2:14][C@H:9]([NH:8][CH3:6])[CH2:10][CH2:11]2)[C:17]([CH3:27])=[C:18]([CH:23]=1)[C:19]([O:21][CH3:22])=[O:20], predict the reactants needed to synthesize it. The reactants are: C(O[C:6]([N:8](C)[C@H:9]1[CH2:14][CH2:13][C@H:12]([N:15]([CH2:28][CH3:29])[C:16]2[C:17]([CH3:27])=[C:18]([CH:23]=[C:24]([Cl:26])[CH:25]=2)[C:19]([O:21][CH3:22])=[O:20])[CH2:11][CH2:10]1)=O)(C)(C)C.C(O)(C(F)(F)F)=O.C(=O)(O)[O-].[Na+]. (7) Given the product [N:31]1[CH:36]=[CH:35][CH:34]=[CH:33][C:32]=1[CH2:37][C:38]([N:4]1[C:5]2[CH:10]=[CH:9][C:8]([NH:11][C:12]([C:14]3[C:15]([C:20]4[CH:25]=[CH:24][C:23]([C:26]([F:27])([F:29])[F:28])=[CH:22][CH:21]=4)=[CH:16][CH:17]=[CH:18][CH:19]=3)=[O:13])=[CH:7][C:6]=2[O:1][CH2:2][CH2:3]1)=[O:39], predict the reactants needed to synthesize it. The reactants are: [O:1]1[C:6]2[CH:7]=[C:8]([NH:11][C:12]([C:14]3[C:15]([C:20]4[CH:25]=[CH:24][C:23]([C:26]([F:29])([F:28])[F:27])=[CH:22][CH:21]=4)=[CH:16][CH:17]=[CH:18][CH:19]=3)=[O:13])[CH:9]=[CH:10][C:5]=2[NH:4][CH2:3][CH2:2]1.Cl.[N:31]1[CH:36]=[CH:35][CH:34]=[CH:33][C:32]=1[CH2:37][C:38](O)=[O:39].O.ON1C2C=CC=CC=2N=N1.CN(C)CCCN=C=NCC.C(=O)([O-])[O-].[K+].[K+]. (8) Given the product [F:24][C:23]1[C:2]([C:25]2[CH:30]=[CH:29][CH:28]=[CH:27][CH:26]=2)=[CH:3][C:4]([CH2:5][N:6]([CH:15]2[CH2:20][CH2:19][O:18][CH2:17][CH2:16]2)[C:7]([C:9]2[N:10]=[CH:11][N:12]([CH3:14])[CH:13]=2)=[O:8])=[CH:21][CH:22]=1, predict the reactants needed to synthesize it. The reactants are: Br[C:2]1[CH:3]=[C:4]([CH:21]=[CH:22][C:23]=1[F:24])[CH2:5][N:6]([CH:15]1[CH2:20][CH2:19][O:18][CH2:17][CH2:16]1)[C:7]([C:9]1[N:10]=[CH:11][N:12]([CH3:14])[CH:13]=1)=[O:8].[C:25]1(B(O)O)[CH:30]=[CH:29][CH:28]=[CH:27][CH:26]=1.C(=O)([O-])[O-].[K+].[K+].CN(C=O)C. (9) Given the product [Cl:11][C:12]1[CH:13]=[CH:14][C:15]([C:18]([CH3:22])([CH3:21])[CH:19]=[O:20])=[CH:16][CH:17]=1, predict the reactants needed to synthesize it. The reactants are: CS(C)=O.C(Cl)(=O)C(Cl)=O.[Cl:11][C:12]1[CH:17]=[CH:16][C:15]([C:18]([CH3:22])([CH3:21])[CH2:19][OH:20])=[CH:14][CH:13]=1.C(N(CC)CC)C.